This data is from Forward reaction prediction with 1.9M reactions from USPTO patents (1976-2016). The task is: Predict the product of the given reaction. (1) Given the reactants [NH:1]([C:3]1[CH:8]=[C:7]([N+:9]([O-:11])=[O:10])[CH:6]=[C:5]([C:12]2[CH:17]=[C:16]([CH3:18])[CH:15]=[CH:14][C:13]=2[O:19][CH3:20])[N:4]=1)[NH2:2].C(O[CH:24]=[C:25]([C:31](=O)[C:32]([F:35])([F:34])[F:33])[C:26]([O:28][CH2:29][CH3:30])=[O:27])C, predict the reaction product. The product is: [CH3:20][O:19][C:13]1[CH:14]=[CH:15][C:16]([CH3:18])=[CH:17][C:12]=1[C:5]1[N:4]=[C:3]([N:1]2[C:31]([C:32]([F:33])([F:34])[F:35])=[C:25]([C:26]([O:28][CH2:29][CH3:30])=[O:27])[CH:24]=[N:2]2)[CH:8]=[C:7]([N+:9]([O-:11])=[O:10])[CH:6]=1. (2) Given the reactants [I:1][C:2]1[CH:7]=[CH:6][CH:5]=[CH:4][C:3]=1[CH2:8][CH2:9][NH2:10].[CH3:11][C:12](OC(C)=O)=[O:13], predict the reaction product. The product is: [I:1][C:2]1[CH:7]=[CH:6][CH:5]=[CH:4][C:3]=1[CH2:8][CH2:9][NH:10][C:12](=[O:13])[CH3:11]. (3) Given the reactants [NH2:1][C:2]1[N:7]([C:8]2[C:24]([F:25])=[CH:23][C:11]([O:12][CH2:13][CH2:14][NH:15]C(=O)OC(C)(C)C)=[CH:10][C:9]=2[F:26])[C:6](=[O:27])[CH:5]=[CH:4][C:3]=1[C:28](=[O:36])[C:29]1[CH:34]=[CH:33][C:32]([F:35])=[CH:31][CH:30]=1.[ClH:37], predict the reaction product. The product is: [Cl-:37].[NH2:1][C:2]1[N:7]([C:8]2[C:24]([F:25])=[CH:23][C:11]([O:12][CH2:13][CH2:14][NH3+:15])=[CH:10][C:9]=2[F:26])[C:6](=[O:27])[CH:5]=[CH:4][C:3]=1[C:28](=[O:36])[C:29]1[CH:30]=[CH:31][C:32]([F:35])=[CH:33][CH:34]=1. (4) The product is: [NH2:7][C@H:8]1[CH2:14][CH2:13][C@H:12]([N:15]=[N+:16]=[N-:17])[CH2:11][NH:10][C:9]1=[O:18]. Given the reactants C(OC(=O)[NH:7][C@H:8]1[CH2:14][CH2:13][C@H:12]([N:15]=[N+:16]=[N-:17])[CH2:11][NH:10][C:9]1=[O:18])(C)(C)C.C(OC(=O)N[C@H]1CC[C@@H](OCCCCCCN=[N+]=[N-])CN(C)C1=O)(C)(C)C, predict the reaction product. (5) Given the reactants [CH3:1][N:2]1[CH:6]=[CH:5][CH:4]=[N:3]1.C([Li])CCC.[B:12](OC(C)C)([O:17]C(C)C)[O:13]C(C)C.Cl, predict the reaction product. The product is: [CH3:1][N:2]1[C:6]([B:12]([OH:17])[OH:13])=[CH:5][CH:4]=[N:3]1. (6) Given the reactants C1C(=O)N([Br:8])C(=O)C1.[F:9][C:10]1[CH:15]=[CH:14][C:13]([C:16]2[O:33][C:19]3=[N:20][CH:21]=[C:22]([C:24]4[CH:25]=[C:26]([CH:30]=[CH:31][CH:32]=4)[C:27]([OH:29])=[O:28])[CH:23]=[C:18]3[CH:17]=2)=[CH:12][CH:11]=1.CN(C=O)C, predict the reaction product. The product is: [Br:8][C:17]1[C:18]2[C:19](=[N:20][CH:21]=[C:22]([C:24]3[CH:25]=[C:26]([CH:30]=[CH:31][CH:32]=3)[C:27]([OH:29])=[O:28])[CH:23]=2)[O:33][C:16]=1[C:13]1[CH:12]=[CH:11][C:10]([F:9])=[CH:15][CH:14]=1.